This data is from Full USPTO retrosynthesis dataset with 1.9M reactions from patents (1976-2016). The task is: Predict the reactants needed to synthesize the given product. (1) The reactants are: [F:1][C:2]([F:20])([F:19])[C:3]1[CH:8]=[CH:7][C:6]([C@@H:9]2[C:18]3[N:17]=[CH:16][CH:15]=[CH:14][C:13]=3[CH2:12][CH2:11][NH:10]2)=[CH:5][CH:4]=1.[N:21]([C:24]1[CH:31]=[CH:30][CH:29]=[CH:28][C:25]=1[C:26]#[N:27])=[C:22]=[O:23]. Given the product [C:26]([C:25]1[CH:28]=[CH:29][CH:30]=[CH:31][C:24]=1[NH:21][C:22]([N:10]1[C@H:9]([C:6]2[CH:7]=[CH:8][C:3]([C:2]([F:1])([F:19])[F:20])=[CH:4][CH:5]=2)[C:18]2[N:17]=[CH:16][CH:15]=[CH:14][C:13]=2[CH2:12][CH2:11]1)=[O:23])#[N:27], predict the reactants needed to synthesize it. (2) Given the product [F:23][C:2]([F:1])([F:22])[C:3]1[CH:17]=[C:16]([C:18]([F:21])([F:20])[F:19])[CH:15]=[CH:14][C:4]=1[CH2:5][N:6]1[CH2:11][CH2:10][CH:9](/[CH:12]=[C:35]2/[C:31]([NH:30][C@H:26]3[C@H:25]([OH:24])[CH2:29][O:28][CH2:27]3)=[N:32][C:33](=[O:36])[S:34]/2)[CH2:8][CH2:7]1, predict the reactants needed to synthesize it. The reactants are: [F:1][C:2]([F:23])([F:22])[C:3]1[CH:17]=[C:16]([C:18]([F:21])([F:20])[F:19])[CH:15]=[CH:14][C:4]=1[CH2:5][N:6]1[CH2:11][CH2:10][CH:9]([CH:12]=O)[CH2:8][CH2:7]1.[OH:24][C@@H:25]1[CH2:29][O:28][CH2:27][C@H:26]1[NH:30][C:31]1[CH2:35][S:34][C:33](=[O:36])[N:32]=1.C([O-])(=O)C.[NH2+]1CCCCC1. (3) The reactants are: [F:1][C:2]1[CH:3]=[C:4]([CH:7]=[C:8]([NH:10][CH2:11][C:12]2[CH:17]=[CH:16][C:15]([S:18]([CH3:21])(=[O:20])=[O:19])=[CH:14][CH:13]=2)[CH:9]=1)[C:5]#[N:6].[CH:22]1([C:27](O)=[O:28])[CH2:26][CH2:25][CH2:24][CH2:23]1. Given the product [C:5]([C:4]1[CH:7]=[C:8]([N:10]([CH2:11][C:12]2[CH:13]=[CH:14][C:15]([S:18]([CH3:21])(=[O:20])=[O:19])=[CH:16][CH:17]=2)[C:27]([CH:22]2[CH2:26][CH2:25][CH2:24][CH2:23]2)=[O:28])[CH:9]=[C:2]([F:1])[CH:3]=1)#[N:6], predict the reactants needed to synthesize it. (4) Given the product [S:13]1[C:12]2[C:11](=[N:10][CH:9]=[CH:5][C:6]=2[OH:8])[CH:15]=[CH:14]1, predict the reactants needed to synthesize it. The reactants are: CC1(C)O[C:6](=[O:8])[C:5](=[CH:9][NH:10][C:11]2[CH:15]=[CH:14][S:13][CH:12]=2)C(=O)O1.C1(OC2C=CC=CC=2)C=CC=CC=1. (5) Given the product [CH3:27][N:28]1[CH2:33][CH2:32][N:31]([C:5]2[N:10]=[C:9]([C:11]3[N:15]4[CH:16]=[CH:17][CH:18]=[CH:19][C:14]4=[N:13][C:12]=3[C:20]3[CH:25]=[CH:24][CH:23]=[C:22]([CH3:26])[N:21]=3)[CH:8]=[CH:7][N:6]=2)[CH2:30][CH2:29]1, predict the reactants needed to synthesize it. The reactants are: CS([C:5]1[N:10]=[C:9]([C:11]2[N:15]3[CH:16]=[CH:17][CH:18]=[CH:19][C:14]3=[N:13][C:12]=2[C:20]2[CH:25]=[CH:24][CH:23]=[C:22]([CH3:26])[N:21]=2)[CH:8]=[CH:7][N:6]=1)(=O)=O.[CH3:27][N:28]1[CH2:33][CH2:32][NH:31][CH2:30][CH2:29]1.